Dataset: Full USPTO retrosynthesis dataset with 1.9M reactions from patents (1976-2016). Task: Predict the reactants needed to synthesize the given product. (1) The reactants are: [CH2:1]([NH2:4])[C:2]#[CH:3].[Cl:5][C:6]1[C:15]([N+:16]([O-:18])=[O:17])=[C:14](Cl)[C:13]2[C:8](=[CH:9][CH:10]=[CH:11][CH:12]=2)[N:7]=1.C(N(CC)CC)C. Given the product [Cl:5][C:6]1[C:15]([N+:16]([O-:18])=[O:17])=[C:14]([NH:4][CH2:1][C:2]#[CH:3])[C:13]2[C:8](=[CH:9][CH:10]=[CH:11][CH:12]=2)[N:7]=1, predict the reactants needed to synthesize it. (2) Given the product [F:34][C:31]1[N:30]=[CH:29][C:28]([NH:27][C:25]([C@@H:21]2[CH2:22][CH2:23][CH2:24][N:20]2[C:18]2[N:19]=[C:14]([NH:13][C:10]3[CH:9]=[C:8]([C:5]([OH:4])([CH3:6])[CH3:7])[NH:12][N:11]=3)[C:15]3[CH2:37][CH2:36][CH2:35][C:16]=3[N:17]=2)=[O:26])=[CH:33][CH:32]=1, predict the reactants needed to synthesize it. The reactants are: C([O:4][C:5]([C:8]1[NH:12][N:11]=[C:10]([NH:13][C:14]2[C:15]3[CH2:37][CH2:36][CH2:35][C:16]=3[N:17]=[C:18]([N:20]3[CH2:24][CH2:23][CH2:22][C@H:21]3[C:25]([NH:27][C:28]3[CH:29]=[N:30][C:31]([F:34])=[CH:32][CH:33]=3)=[O:26])[N:19]=2)[CH:9]=1)([CH3:7])[CH3:6])C=C.C(O)(C(F)(F)F)=O. (3) The reactants are: [Cl:1][C:2]1[N:7]=[C:6](Cl)[C:5]([CH2:9][C:10]([O:12][CH2:13][CH3:14])=[O:11])=[C:4]([Cl:15])[N:3]=1.[CH:16]1([NH2:19])[CH2:18][CH2:17]1.CCN(C(C)C)C(C)C. Given the product [Cl:1][C:2]1[N:3]=[C:4]([Cl:15])[C:5]([CH2:9][C:10]([O:12][CH2:13][CH3:14])=[O:11])=[C:6]([NH:19][CH:16]2[CH2:18][CH2:17]2)[N:7]=1, predict the reactants needed to synthesize it. (4) Given the product [Cl:8][C:9]1[CH:10]=[C:11]2[C:16](=[CH:17][CH:18]=1)[C:15](=[O:19])[N:14]([CH2:20][CH:21]1[CH2:26][CH2:25][N:24]([CH2:38][C:36]3[O:35][N:34]=[C:33]([C:27]4[CH:28]=[CH:29][CH:30]=[CH:31][CH:32]=4)[CH:37]=3)[CH2:23][CH2:22]1)[CH2:13][CH2:12]2, predict the reactants needed to synthesize it. The reactants are: FC(F)(F)C(O)=O.[Cl:8][C:9]1[CH:10]=[C:11]2[C:16](=[CH:17][CH:18]=1)[C:15](=[O:19])[N:14]([CH2:20][CH:21]1[CH2:26][CH2:25][NH:24][CH2:23][CH2:22]1)[CH2:13][CH2:12]2.[C:27]1([C:33]2[CH:37]=[C:36]([CH:38]=O)[O:35][N:34]=2)[CH:32]=[CH:31][CH:30]=[CH:29][CH:28]=1. (5) Given the product [Br:19][C:9]1[C:10](=[O:11])[N:5]([CH2:4][CH:1]2[CH2:3][CH2:2]2)[C:6]2[N:16]=[CH:15][CH:14]=[CH:13][C:7]=2[N:8]=1, predict the reactants needed to synthesize it. The reactants are: [CH:1]1([CH2:4][N:5]2[C:10](=[O:11])[C:9](O)=[N:8][C:7]3[CH:13]=[CH:14][CH:15]=[N:16][C:6]2=3)[CH2:3][CH2:2]1.P(Br)(Br)([Br:19])=O.C(=O)([O-])[O-].[Na+].[Na+]. (6) Given the product [C:45]([CH2:53][NH:54][CH2:55][C:56]1[CH:57]=[C:58]([C:62]2[CH:67]=[CH:66][C:65]([CH2:68][C@H:69]([NH:75][C:76]3[CH:81]=[CH:80][CH:79]=[CH:78][C:77]=3[C:82](=[O:89])[C:83]3[CH:84]=[CH:85][CH:86]=[CH:87][CH:88]=3)[C:70]([OH:72])=[O:71])=[CH:64][CH:63]=2)[CH:59]=[CH:60][CH:61]=1)(=[O:52])[C:46]1[CH:47]=[CH:48][CH:49]=[CH:50][CH:51]=1, predict the reactants needed to synthesize it. The reactants are: C(C1C=CC=CC=1N[C@@H](CC1C=CC(C2C=CC=C(N(C)C(NCCCCCCC)=O)C=2)=CC=1)C(O)=O)(=O)C1C=CC=CC=1.[C:45]([CH2:53][NH:54][CH2:55][C:56]1[CH:57]=[C:58]([C:62]2[CH:67]=[CH:66][C:65]([CH2:68][C@H:69]([NH:75][C:76]3[CH:81]=[CH:80][CH:79]=[CH:78][C:77]=3[C:82](=[O:89])[C:83]3[CH:88]=[CH:87][CH:86]=[CH:85][CH:84]=3)[C:70]([O:72]CC)=[O:71])=[CH:64][CH:63]=2)[CH:59]=[CH:60][CH:61]=1)(=[O:52])[C:46]1[CH:51]=[CH:50][CH:49]=[CH:48][CH:47]=1.[OH-].[Li+].